Dataset: Forward reaction prediction with 1.9M reactions from USPTO patents (1976-2016). Task: Predict the product of the given reaction. (1) Given the reactants [CH2:1]([O:3][C:4]([C:6]1[NH:7][C:8]2[C:13]([CH:14]=1)=[CH:12][C:11]([F:15])=[CH:10][CH:9]=2)=[O:5])[CH3:2].[Cl:16]N1C(=O)CCC1=O, predict the reaction product. The product is: [CH2:1]([O:3][C:4]([C:6]1[NH:7][C:8]2[C:13]([C:14]=1[Cl:16])=[CH:12][C:11]([F:15])=[CH:10][CH:9]=2)=[O:5])[CH3:2]. (2) Given the reactants Cl.[Cl:2][CH2:3][C:4]1[CH:5]=[N:6][CH:7]=[CH:8][CH:9]=1.[Cl:10][C:11]1[CH:30]=[CH:29][C:14]([NH:15][C:16]2[C:25]3[C:20](=[CH:21][C:22]([OH:28])=[C:23]([O:26][CH3:27])[CH:24]=3)[N:19]=[CH:18][N:17]=2)=[C:13]([F:31])[CH:12]=1.C(=O)([O-])[O-].[K+].[K+].[I-].[K+], predict the reaction product. The product is: [ClH:2].[Cl:10][C:11]1[CH:30]=[CH:29][C:14]([NH:15][C:16]2[C:25]3[C:20](=[CH:21][C:22]([O:28][CH2:3][C:4]4[CH:5]=[N:6][CH:7]=[CH:8][CH:9]=4)=[C:23]([O:26][CH3:27])[CH:24]=3)[N:19]=[CH:18][N:17]=2)=[C:13]([F:31])[CH:12]=1.